From a dataset of Catalyst prediction with 721,799 reactions and 888 catalyst types from USPTO. Predict which catalyst facilitates the given reaction. (1) Reactant: Br[C:2]1[CH:7]=[CH:6][C:5]([CH:8]([N:14]2[CH2:28][CH2:27][C:17]3([O:22][CH2:21][C:20](=[O:23])[N:19]([CH:24]4[CH2:26][CH2:25]4)[CH2:18]3)[CH2:16][CH2:15]2)[CH2:9][C:10]([O:12][CH3:13])=[O:11])=[C:4]([F:29])[CH:3]=1.CC1(C)C(C)(C)OB([C:38]2[CH:47]=[C:46]3[C:41]([CH:42]=[CH:43][CH:44]=[N:45]3)=[CH:40][CH:39]=2)O1.C(=O)([O-])[O-].[K+].[K+]. Product: [CH:24]1([N:19]2[CH2:18][C:17]3([CH2:27][CH2:28][N:14]([CH:8]([C:5]4[CH:6]=[CH:7][C:2]([C:38]5[CH:47]=[C:46]6[C:41]([CH:42]=[CH:43][CH:44]=[N:45]6)=[CH:40][CH:39]=5)=[CH:3][C:4]=4[F:29])[CH2:9][C:10]([O:12][CH3:13])=[O:11])[CH2:15][CH2:16]3)[O:22][CH2:21][C:20]2=[O:23])[CH2:26][CH2:25]1. The catalyst class is: 368. (2) Reactant: [Cl:1][C:2]1[CH:11]=[CH:10][C:5]([C:6]([O:8]C)=O)=[CH:4][C:3]=1[CH3:12].[Li+].C[Si]([N-][Si](C)(C)C)(C)C.[Cl:23][C:24]1[N:29]=[C:28]([CH3:30])[CH:27]=[CH:26][N:25]=1. Product: [Cl:1][C:2]1[CH:11]=[CH:10][C:5]([C:6](=[O:8])[CH2:30][C:28]2[CH:27]=[CH:26][N:25]=[C:24]([Cl:23])[N:29]=2)=[CH:4][C:3]=1[CH3:12]. The catalyst class is: 1. (3) Reactant: C[O:2][C:3]([C:5]12[CH2:14][CH:9]3[CH2:10][CH:11]([CH2:13][CH:7]([CH2:8]3)[O:6]1)[CH2:12]2)=[O:4].[OH-].[Na+].Cl. Product: [C:5]12([C:3]([OH:4])=[O:2])[CH2:14][CH:9]3[CH2:10][CH:11]([CH2:13][CH:7]([CH2:8]3)[O:6]1)[CH2:12]2. The catalyst class is: 24.